This data is from Catalyst prediction with 721,799 reactions and 888 catalyst types from USPTO. The task is: Predict which catalyst facilitates the given reaction. (1) Reactant: [NH2:1][CH2:2][C:3]1[CH:8]=[CH:7][C:6]([NH:9][C:10]([C:12]2[C:13]([C:18]3[CH:23]=[CH:22][C:21]([C:24]([F:27])([F:26])[F:25])=[CH:20][CH:19]=3)=[CH:14][CH:15]=[CH:16][CH:17]=2)=[O:11])=[CH:5][CH:4]=1.C(N(CC)CC)C.Cl.[C:36](Cl)(=[O:43])[C:37]1[CH:42]=[CH:41][CH:40]=[N:39][CH:38]=1.O. Product: [F:27][C:24]([F:25])([F:26])[C:21]1[CH:22]=[CH:23][C:18]([C:13]2[CH:14]=[CH:15][CH:16]=[CH:17][C:12]=2[C:10]([NH:9][C:6]2[CH:5]=[CH:4][C:3]([CH2:2][NH:1][C:36](=[O:43])[C:37]3[CH:42]=[CH:41][CH:40]=[N:39][CH:38]=3)=[CH:8][CH:7]=2)=[O:11])=[CH:19][CH:20]=1. The catalyst class is: 4. (2) Reactant: Cl[CH2:2][CH2:3][NH:4][C:5](=[O:37])[NH:6][C@@H:7]1[CH2:12][CH2:11][CH2:10][N:9]([C:13]2[CH:21]=[CH:20][C:16]([C:17]([NH2:19])=[O:18])=[C:15]([NH:22][C:23]3[CH:28]=[CH:27][C:26]([C:29]([N:31]4[CH2:36][CH2:35][O:34][CH2:33][CH2:32]4)=[O:30])=[CH:25][CH:24]=3)[N:14]=2)[CH2:8]1.[H-].[Na+]. Product: [N:31]1([C:29]([C:26]2[CH:27]=[CH:28][C:23]([NH:22][C:15]3[N:14]=[C:13]([N:9]4[CH2:10][CH2:11][CH2:12][C@@H:7]([N:6]5[CH2:2][CH2:3][NH:4][C:5]5=[O:37])[CH2:8]4)[CH:21]=[CH:20][C:16]=3[C:17]([NH2:19])=[O:18])=[CH:24][CH:25]=2)=[O:30])[CH2:36][CH2:35][O:34][CH2:33][CH2:32]1. The catalyst class is: 3. (3) Reactant: [N:1]1[CH:6]=[CH:5][CH:4]=[C:3]([N:7]2[CH:11]=[C:10]([NH2:12])[CH:9]=[N:8]2)[CH:2]=1.[F:13][C:14]([F:22])([F:21])[CH2:15][CH:16]([CH3:20])[C:17](O)=[O:18].Cl.CN(C)CCCN=C=NCC. Product: [F:13][C:14]([F:22])([F:21])[CH2:15][CH:16]([CH3:20])[C:17]([NH:12][C:10]1[CH:9]=[N:8][N:7]([C:3]2[CH:2]=[N:1][CH:6]=[CH:5][CH:4]=2)[CH:11]=1)=[O:18]. The catalyst class is: 68. (4) Reactant: [CH3:1][C@H:2]1[CH2:7][NH:6][CH2:5][C@@H:4]([CH3:8])[NH:3]1.C(=O)(O)[O-].[Na+].[CH2:14](Br)[C:15]1[CH:20]=[CH:19][CH:18]=[CH:17][CH:16]=1. Product: [CH2:14]([N:6]1[CH2:5][C@H:4]([CH3:8])[NH:3][C@H:2]([CH3:1])[CH2:7]1)[C:15]1[CH:20]=[CH:19][CH:18]=[CH:17][CH:16]=1. The catalyst class is: 1. (5) Reactant: [Br:1][C:2]1[CH:3]=[CH:4][C:5]([CH3:11])=[C:6]([C:8](=[O:10])[CH3:9])[CH:7]=1.[F:12][C:13]([F:20])([F:19])[C:14](OCC)=[O:15].C[O-].[Na+]. Product: [Br:1][C:2]1[CH:3]=[CH:4][C:5]([CH3:11])=[C:6]([C:8](=[O:10])[CH2:9][C:14](=[O:15])[C:13]([F:20])([F:19])[F:12])[CH:7]=1. The catalyst class is: 16. (6) Reactant: [CH2:1]([N:6]1[C:14]2[C:9](=[N:10][C:11]([C:15]([F:18])([F:17])[F:16])=[CH:12][CH:13]=2)[N:8]=[C:7]1[CH2:19]O)[CH2:2][CH:3]([CH3:5])[CH3:4].[CH:21]1([N:24]2[C:32]3[CH:31]=[CH:30][N:29]=[CH:28][C:27]=3[NH:26][C:25]2=[O:33])[CH2:23][CH2:22]1.C1(P(C2C=CC=CC=2)C2C=CC=CC=2)C=CC=CC=1.N(/C(OC(C)C)=O)=N\C(OC(C)C)=O. Product: [CH:21]1([N:24]2[C:32]3[CH:31]=[CH:30][N:29]=[CH:28][C:27]=3[N:26]([CH2:19][C:7]3[N:6]([CH2:1][CH2:2][CH:3]([CH3:4])[CH3:5])[C:14]4[C:9]([N:8]=3)=[N:10][C:11]([C:15]([F:16])([F:17])[F:18])=[CH:12][CH:13]=4)[C:25]2=[O:33])[CH2:23][CH2:22]1. The catalyst class is: 1. (7) The catalyst class is: 2. Reactant: O[CH2:2][C:3]1[CH:8]=[CH:7][N:6]=[C:5]([C:9]([O:11][CH3:12])=[O:10])[CH:4]=1.C(Br)(Br)(Br)[Br:14].C1(P(C2C=CC=CC=2)C2C=CC=CC=2)C=CC=CC=1. Product: [Br:14][CH2:2][C:3]1[CH:8]=[CH:7][N:6]=[C:5]([C:9]([O:11][CH3:12])=[O:10])[CH:4]=1. (8) Reactant: Br[CH2:2][C:3]1[CH:8]=[CH:7][C:6]([C:9]([OH:18])([C:14]([F:17])([F:16])[F:15])[C:10]([F:13])([F:12])[F:11])=[CH:5][CH:4]=1.[F:19][C:20]1[CH:25]=[C:24]([C:26]([N:28]2[CH2:33][CH2:32][NH:31][CH2:30][CH2:29]2)=[O:27])[CH:23]=[CH:22][C:21]=1[NH:34][C:35](=[O:44])[NH:36][CH2:37][C:38]1([C:41]([NH2:43])=[O:42])[CH2:40][CH2:39]1.C(=O)([O-])[O-].[K+].[K+]. Product: [F:19][C:20]1[CH:25]=[C:24]([C:26]([N:28]2[CH2:33][CH2:32][N:31]([CH2:2][C:3]3[CH:8]=[CH:7][C:6]([C:9]([OH:18])([C:14]([F:17])([F:16])[F:15])[C:10]([F:13])([F:12])[F:11])=[CH:5][CH:4]=3)[CH2:30][CH2:29]2)=[O:27])[CH:23]=[CH:22][C:21]=1[NH:34][C:35](=[O:44])[NH:36][CH2:37][C:38]1([C:41]([NH2:43])=[O:42])[CH2:40][CH2:39]1. The catalyst class is: 10. (9) The catalyst class is: 21. Reactant: [C:1]([O:5][C:6](=[O:9])[CH:7]=[CH2:8])([CH3:4])([CH3:3])[CH3:2].[C:10]([OH:15])(=[O:14])[C:11]([CH3:13])=[CH2:12].[C:16]([O-:21])(=[O:20])[C:17]([CH3:19])=[CH2:18].N(C(C)(C)C#N)=NC(C)(C)C#N. Product: [C:1]([O:5][C:6](=[O:9])[CH:7]=[CH2:8])([CH3:4])([CH3:3])[CH3:2].[C:10]([OH:15])(=[O:14])[C:11]([CH3:13])=[CH2:12].[C:16]([O-:21])(=[O:20])[C:17]([CH3:19])=[CH2:18]. (10) Reactant: [OH:1][C:2]1[CH:3]=[N:4][CH:5]=[CH:6][CH:7]=1.F[C:9]1[CH:14]=[CH:13][C:12]([C:15](=[O:17])[CH3:16])=[CH:11][CH:10]=1.C1OCCOCCOCCOCCOCCOC1.C([O-])([O-])=O.[K+].[K+]. Product: [N:4]1[CH:5]=[CH:6][CH:7]=[C:2]([O:1][C:9]2[CH:14]=[CH:13][C:12]([C:15](=[O:17])[CH3:16])=[CH:11][CH:10]=2)[CH:3]=1. The catalyst class is: 23.